Dataset: Forward reaction prediction with 1.9M reactions from USPTO patents (1976-2016). Task: Predict the product of the given reaction. (1) Given the reactants [C:1]([CH:5]1[CH2:9][O:8][CH:7]([C:10]2[O:14][N:13]=[C:12]([C:15]([O-:17])=O)[C:11]=2[CH3:18])[O:6]1)([CH3:4])([CH3:3])[CH3:2].[K+].CN(C(ON1N=NC2C=CC=NC1=2)=[N+](C)C)C.F[P-](F)(F)(F)(F)F.C(N(CC)CC)C.[NH2:51][C:52]1[C:53](=[O:65])[N:54]([CH:59]2[CH2:64][CH2:63][CH2:62][CH2:61][CH2:60]2)[N:55]([CH3:58])[C:56]=1[CH3:57], predict the reaction product. The product is: [C:1]([CH:5]1[CH2:9][O:8][CH:7]([C:10]2[O:14][N:13]=[C:12]([C:15]([NH:51][C:52]3[C:53](=[O:65])[N:54]([CH:59]4[CH2:60][CH2:61][CH2:62][CH2:63][CH2:64]4)[N:55]([CH3:58])[C:56]=3[CH3:57])=[O:17])[C:11]=2[CH3:18])[O:6]1)([CH3:2])([CH3:3])[CH3:4]. (2) The product is: [C:8]([NH:7][C:6]1[C:5]([OH:37])=[CH:4][C:3]([O:2][CH3:1])=[C:12]([CH2:13][CH2:14][N:15]2[CH2:20][CH2:19][CH:18]([N:21]3[C:29]4[C:24](=[CH:25][CH:26]=[C:27]([C:30]([NH2:32])=[O:31])[CH:28]=4)[CH:23]=[CH:22]3)[CH2:17][CH2:16]2)[CH:11]=1)(=[O:9])[CH3:10]. Given the reactants [CH3:1][O:2][C:3]1[C:12]([CH2:13][CH2:14][N:15]2[CH2:20][CH2:19][CH:18]([N:21]3[C:29]4[C:24](=[CH:25][CH:26]=[C:27]([C:30]([NH2:32])=[O:31])[CH:28]=4)[CH:23]=[CH:22]3)[CH2:17][CH2:16]2)=[CH:11][C:6]2[N:7]=[C:8]([CH3:10])[O:9][C:5]=2[CH:4]=1.[Cl-].[Na+].Cl.C(=O)(O)[O-:37].[Na+], predict the reaction product. (3) Given the reactants N1C=CN=C1.[Si:6](Cl)([C:9]([CH3:12])([CH3:11])[CH3:10])([CH3:8])[CH3:7].[CH3:14][C:15]1[CH:16]=[C:17]([CH:20]=[CH:21][C:22]=1[N+:23]([O-:25])=[O:24])[CH2:18][OH:19], predict the reaction product. The product is: [C:9]([Si:6]([CH3:8])([CH3:7])[O:19][CH2:18][C:17]1[CH:20]=[CH:21][C:22]([N+:23]([O-:25])=[O:24])=[C:15]([CH3:14])[CH:16]=1)([CH3:12])([CH3:11])[CH3:10]. (4) Given the reactants [Cl:1][C:2]1[C:7]([C:8](Cl)=[O:9])=[C:6]([Cl:11])[N:5]=[CH:4][N:3]=1.[CH3:12][O:13][C:14]1[CH:15]=[C:16]([CH:18]=[CH:19][C:20]=1[C:21]1[O:25][CH:24]=[N:23][CH:22]=1)[NH2:17], predict the reaction product. The product is: [Cl:1][C:2]1[C:7]([C:8]([NH:17][C:16]2[CH:18]=[CH:19][C:20]([C:21]3[O:25][CH:24]=[N:23][CH:22]=3)=[C:14]([O:13][CH3:12])[CH:15]=2)=[O:9])=[C:6]([Cl:11])[N:5]=[CH:4][N:3]=1. (5) The product is: [CH3:17][O:10][C:9](=[O:11])[C:8]1[CH:12]=[CH:13][C:14]([CH3:16])=[CH:15][C:7]=1[NH2:6]. Given the reactants S(=O)(=O)(O)O.[NH2:6][C:7]1[CH:15]=[C:14]([CH3:16])[CH:13]=[CH:12][C:8]=1[C:9]([OH:11])=[O:10].[CH3:17]O, predict the reaction product. (6) Given the reactants [OH-].[K+].C([O:11][C:12]1[CH:13]=[CH:14][C:15]2[O:19][C:18]([C:20]3[CH:25]=[CH:24][C:23]([C:26]#[N:27])=[CH:22][CH:21]=3)=[N:17][C:16]=2[CH:28]=1)(=O)C1C=CC=CC=1.O.C(O)(=O)C, predict the reaction product. The product is: [C:26]([C:23]1[CH:24]=[CH:25][C:20]([C:18]2[O:19][C:15]3[CH:14]=[CH:13][C:12]([OH:11])=[CH:28][C:16]=3[N:17]=2)=[CH:21][CH:22]=1)#[N:27]. (7) Given the reactants [Cl:1][C:2]1[CH:3]=[C:4]([NH:17][C:18]2[C:27]3[C:22](=[CH:23][CH:24]=[C:25]([C:28]4[O:29][C:30]([CH:33]=O)=[CH:31][CH:32]=4)[CH:26]=3)[N:21]=[CH:20][N:19]=2)[CH:5]=[CH:6][C:7]=1[O:8][CH2:9][C:10]1[CH:15]=[CH:14][CH:13]=[C:12]([F:16])[CH:11]=1.[CH2:35]([NH2:41])[CH2:36][CH2:37][CH2:38][CH2:39][CH3:40].C(O[BH-](OC(=O)C)OC(=O)C)(=O)C.[Na+].C(=O)([O-])[O-].[Na+].[Na+], predict the reaction product. The product is: [Cl:1][C:2]1[CH:3]=[C:4]([NH:17][C:18]2[C:27]3[C:22](=[CH:23][CH:24]=[C:25]([C:28]4[O:29][C:30]([CH2:33][NH:41][CH2:35][CH2:36][CH2:37][CH2:38][CH2:39][CH3:40])=[CH:31][CH:32]=4)[CH:26]=3)[N:21]=[CH:20][N:19]=2)[CH:5]=[CH:6][C:7]=1[O:8][CH2:9][C:10]1[CH:15]=[CH:14][CH:13]=[C:12]([F:16])[CH:11]=1. (8) Given the reactants [N:1]1[C:10]2[C:5](=[CH:6][C:7]([OH:11])=[CH:8][CH:9]=2)[CH:4]=[CH:3][CH:2]=1.Cl[C:13]1[C:18]([Cl:19])=[CH:17][C:16]([N+:20]([O-:22])=[O:21])=[CH:15][N:14]=1, predict the reaction product. The product is: [Cl:19][C:18]1[C:13]([O:11][C:7]2[CH:6]=[C:5]3[C:10](=[CH:9][CH:8]=2)[N:1]=[CH:2][CH:3]=[CH:4]3)=[N:14][CH:15]=[C:16]([N+:20]([O-:22])=[O:21])[CH:17]=1. (9) Given the reactants [CH:1]([N:4]1[C:8]([C:9]2[S:10][C:11]3[CH2:12][CH2:13][O:14][C:15]4[CH:22]=[CH:21][C:20]([C:23]5[C:24](=[O:29])[NH:25][CH:26]=[CH:27][CH:28]=5)=[CH:19][C:16]=4[C:17]=3[N:18]=2)=[N:7][CH:6]=[N:5]1)([CH3:3])[CH3:2].I[CH:31]([CH3:33])[CH3:32], predict the reaction product. The product is: [CH:31]([N:25]1[CH:26]=[CH:27][CH:28]=[C:23]([C:20]2[CH:21]=[CH:22][C:15]3[O:14][CH2:13][CH2:12][C:11]4[S:10][C:9]([C:8]5[N:4]([CH:1]([CH3:3])[CH3:2])[N:5]=[CH:6][N:7]=5)=[N:18][C:17]=4[C:16]=3[CH:19]=2)[C:24]1=[O:29])([CH3:33])[CH3:32]. (10) Given the reactants [CH:1](=O)[C:2]1[CH:7]=[CH:6][CH:5]=[N:4][CH:3]=1.C1(P(C2C=CC=CC=2)(C2C=CC=CC=2)=[C:16]([CH3:22])[C:17]([O:19][CH2:20][CH3:21])=[O:18])C=CC=CC=1, predict the reaction product. The product is: [CH3:22]/[C:16](=[CH:1]\[C:2]1[CH:3]=[N:4][CH:5]=[CH:6][CH:7]=1)/[C:17]([O:19][CH2:20][CH3:21])=[O:18].